Dataset: Full USPTO retrosynthesis dataset with 1.9M reactions from patents (1976-2016). Task: Predict the reactants needed to synthesize the given product. (1) The reactants are: [Cl:1][C:2]1[CH:3]=[N:4][C:5]2[N:6]([N:8]=[C:9]([C:11]([OH:13])=O)[CH:10]=2)[CH:7]=1.[F:14][C:15]1[CH:24]=[CH:23][CH:22]=[C:21]2[C:16]=1[CH2:17][CH2:18][NH:19][CH:20]2[CH2:25][CH3:26]. Given the product [Cl:1][C:2]1[CH:3]=[N:4][C:5]2[N:6]([N:8]=[C:9]([C:11]([N:19]3[CH2:18][CH2:17][C:16]4[C:21](=[CH:22][CH:23]=[CH:24][C:15]=4[F:14])[CH:20]3[CH2:25][CH3:26])=[O:13])[CH:10]=2)[CH:7]=1, predict the reactants needed to synthesize it. (2) Given the product [OH:2][C:3]1[CH:4]=[C:5]([CH:22]=[CH:23][CH:24]=1)[CH2:6][N:7]([CH3:21])[C:8]1[CH:9]=[C:10]([C:14]2[CH:15]=[C:16]([OH:20])[CH:17]=[CH:18][CH:19]=2)[CH:11]=[N:12][CH:13]=1, predict the reactants needed to synthesize it. The reactants are: C[O:2][C:3]1[CH:4]=[C:5]([CH:22]=[CH:23][CH:24]=1)[CH2:6][N:7]([CH3:21])[C:8]1[CH:9]=[C:10]([C:14]2[CH:15]=[C:16]([OH:20])[CH:17]=[CH:18][CH:19]=2)[CH:11]=[N:12][CH:13]=1.B(Br)(Br)Br. (3) Given the product [CH2:1]([N:8]1[CH2:13][CH2:12][C:11](=[O:14])[CH:10]([CH2:17][C:18]2[CH:23]=[CH:22][CH:21]=[CH:20][CH:19]=2)[CH2:9]1)[C:2]1[CH:3]=[CH:4][CH:5]=[CH:6][CH:7]=1, predict the reactants needed to synthesize it. The reactants are: [CH2:1]([N:8]1[CH2:13][CH2:12][C:11](=[O:14])[CH2:10][CH2:9]1)[C:2]1[CH:7]=[CH:6][CH:5]=[CH:4][CH:3]=1.[H-].[Na+].[CH2:17](Br)[C:18]1[CH:23]=[CH:22][CH:21]=[CH:20][CH:19]=1. (4) Given the product [ClH:1].[CH:2]1[CH:11]=[CH:10][CH:9]=[C:8]2[C:3]=1[C:4]1[N:14]3[CH2:15][CH2:16][CH2:17][NH:18][CH2:19][C:13]3=[N:12][C:5]=1[CH:6]=[N:7]2, predict the reactants needed to synthesize it. The reactants are: [ClH:1].[CH:2]1[CH:11]=[CH:10][CH:9]=[C:8]2[C:3]=1[C:4]1[N:14]3[CH2:15][CH2:16][CH2:17][N:18](C(OC(C)(C)C)=O)[CH2:19][C:13]3=[N:12][C:5]=1[CH:6]=[N:7]2. (5) Given the product [CH3:1][S:2]([NH:5][CH2:6][C:7]1[CH:15]=[CH:14][C:10]([C:11]([O:13][CH2:17][C:18]([O:20][CH2:21][C:22]2[CH:27]=[CH:26][CH:25]=[CH:24][CH:23]=2)=[O:19])=[O:12])=[CH:9][CH:8]=1)(=[O:4])=[O:3], predict the reactants needed to synthesize it. The reactants are: [CH3:1][S:2]([NH:5][CH2:6][C:7]1[CH:15]=[CH:14][C:10]([C:11]([OH:13])=[O:12])=[CH:9][CH:8]=1)(=[O:4])=[O:3].O[CH2:17][C:18]([O:20][CH2:21][C:22]1[CH:27]=[CH:26][CH:25]=[CH:24][CH:23]=1)=[O:19].C(Cl)CCl. (6) Given the product [CH2:21]([O:20][C:18]([CH2:17][N:8]1[C:7]2[CH2:6][CH2:5][CH:4]([C:2]([O:31][C@@H:29]([C:23]3[CH:28]=[CH:27][CH:26]=[CH:25][CH:24]=3)[CH3:30])=[O:3])[CH2:16][C:15]=2[C:14]2[C:9]1=[CH:10][CH:11]=[CH:12][CH:13]=2)=[O:19])[CH3:22], predict the reactants needed to synthesize it. The reactants are: Cl[C:2]([CH:4]1[CH2:16][C:15]2[C:14]3[C:9](=[CH:10][CH:11]=[CH:12][CH:13]=3)[N:8]([CH2:17][C:18]([O:20][CH2:21][CH3:22])=[O:19])[C:7]=2[CH2:6][CH2:5]1)=[O:3].[C:23]1([C@H:29]([OH:31])[CH3:30])[CH:28]=[CH:27][CH:26]=[CH:25][CH:24]=1.CCN(C(C)C)C(C)C. (7) Given the product [Br:1][C:2]1[CH:3]=[C:4]([NH2:25])[C:5]([NH:9][CH:10]2[CH2:15][CH2:14][N:13]([C@H:16]3[CH2:21][CH2:20][C@H:19]([O:22][CH2:23][CH3:24])[CH2:18][CH2:17]3)[CH2:12][CH2:11]2)=[CH:6][C:7]=1[CH3:8], predict the reactants needed to synthesize it. The reactants are: [Br:1][C:2]1[C:7]([CH3:8])=[CH:6][C:5]([NH:9][CH:10]2[CH2:15][CH2:14][N:13]([C@H:16]3[CH2:21][CH2:20][C@H:19]([O:22][CH2:23][CH3:24])[CH2:18][CH2:17]3)[CH2:12][CH2:11]2)=[C:4]([N+:25]([O-])=O)[CH:3]=1.O.NN. (8) Given the product [CH2:1]([O:4][C:5]1[C:10]([Cl:11])=[C:9]([CH3:12])[N:8]=[C:7]([C:13]2[N:18]=[CH:17][C:16]([NH:19][C:29](=[O:30])[CH2:28][Cl:27])=[CH:15][CH:14]=2)[N:6]=1)[CH:2]=[CH2:3], predict the reactants needed to synthesize it. The reactants are: [CH2:1]([O:4][C:5]1[C:10]([Cl:11])=[C:9]([CH3:12])[N:8]=[C:7]([C:13]2[N:18]=[CH:17][C:16]([NH2:19])=[CH:15][CH:14]=2)[N:6]=1)[CH:2]=[CH2:3].C(N(CC)CC)C.[Cl:27][CH2:28][C:29](Cl)=[O:30]. (9) Given the product [CH2:1]([O:3][C:4](=[O:25])[CH2:5][C:6]1[CH:7]=[C:8]([C:14]2[CH:19]=[C:18]([CH3:20])[CH:17]=[CH:16][C:15]=2[CH2:21][N:22]([CH2:23][CH3:24])[C:27]([O:29][CH2:30][C:31]2[CH:36]=[CH:35][C:34]([F:37])=[CH:33][CH:32]=2)=[O:28])[C:9]([O:12][CH3:13])=[CH:10][CH:11]=1)[CH3:2], predict the reactants needed to synthesize it. The reactants are: [CH2:1]([O:3][C:4](=[O:25])[CH2:5][C:6]1[CH:7]=[C:8]([C:14]2[CH:19]=[C:18]([CH3:20])[CH:17]=[CH:16][C:15]=2[CH2:21][NH:22][CH2:23][CH3:24])[C:9]([O:12][CH3:13])=[CH:10][CH:11]=1)[CH3:2].Cl[C:27]([O:29][CH2:30][C:31]1[CH:36]=[CH:35][C:34]([F:37])=[CH:33][CH:32]=1)=[O:28]. (10) The reactants are: I[CH2:2][CH2:3][CH3:4].[OH:5][C:6]1[C:7]([O:14][CH2:15][CH2:16][O:17][CH3:18])=[C:8]([CH:11]=[CH:12][CH:13]=1)[CH:9]=[O:10].C(=O)([O-])[O-].[K+].[K+]. Given the product [CH3:18][O:17][CH2:16][CH2:15][O:14][C:7]1[C:6]([O:5][CH2:2][CH2:3][CH3:4])=[CH:13][CH:12]=[CH:11][C:8]=1[CH:9]=[O:10], predict the reactants needed to synthesize it.